This data is from NCI-60 drug combinations with 297,098 pairs across 59 cell lines. The task is: Regression. Given two drug SMILES strings and cell line genomic features, predict the synergy score measuring deviation from expected non-interaction effect. (1) Drug 1: CC1=CC=C(C=C1)C2=CC(=NN2C3=CC=C(C=C3)S(=O)(=O)N)C(F)(F)F. Drug 2: CC(C)(C#N)C1=CC(=CC(=C1)CN2C=NC=N2)C(C)(C)C#N. Cell line: MDA-MB-231. Synergy scores: CSS=-0.924, Synergy_ZIP=-1.08, Synergy_Bliss=-3.87, Synergy_Loewe=-5.06, Synergy_HSA=-4.04. (2) Drug 1: C1CN1C2=NC(=NC(=N2)N3CC3)N4CC4. Drug 2: C1=NC2=C(N1)C(=S)N=C(N2)N. Cell line: UACC62. Synergy scores: CSS=54.5, Synergy_ZIP=-2.28, Synergy_Bliss=-2.60, Synergy_Loewe=-3.72, Synergy_HSA=0.754. (3) Drug 1: C1CN1C2=NC(=NC(=N2)N3CC3)N4CC4. Drug 2: CN(C(=O)NC(C=O)C(C(C(CO)O)O)O)N=O. Cell line: M14. Synergy scores: CSS=12.6, Synergy_ZIP=-6.13, Synergy_Bliss=-0.172, Synergy_Loewe=-32.8, Synergy_HSA=-0.767. (4) Drug 1: CC1=C(C(CCC1)(C)C)C=CC(=CC=CC(=CC(=O)O)C)C. Drug 2: CCCCC(=O)OCC(=O)C1(CC(C2=C(C1)C(=C3C(=C2O)C(=O)C4=C(C3=O)C=CC=C4OC)O)OC5CC(C(C(O5)C)O)NC(=O)C(F)(F)F)O. Cell line: CAKI-1. Synergy scores: CSS=42.2, Synergy_ZIP=-6.49, Synergy_Bliss=-2.97, Synergy_Loewe=-5.01, Synergy_HSA=-1.86. (5) Drug 1: CCC1(CC2CC(C3=C(CCN(C2)C1)C4=CC=CC=C4N3)(C5=C(C=C6C(=C5)C78CCN9C7C(C=CC9)(C(C(C8N6C)(C(=O)OC)O)OC(=O)C)CC)OC)C(=O)OC)O.OS(=O)(=O)O. Drug 2: C(CN)CNCCSP(=O)(O)O. Cell line: UACC62. Synergy scores: CSS=-0.870, Synergy_ZIP=1.03, Synergy_Bliss=1.85, Synergy_Loewe=-2.04, Synergy_HSA=-0.485. (6) Drug 1: C1C(C(OC1N2C=NC3=C2NC=NCC3O)CO)O. Drug 2: CCC1(C2=C(COC1=O)C(=O)N3CC4=CC5=C(C=CC(=C5CN(C)C)O)N=C4C3=C2)O.Cl. Cell line: CAKI-1. Synergy scores: CSS=40.1, Synergy_ZIP=-3.92, Synergy_Bliss=-1.84, Synergy_Loewe=-42.5, Synergy_HSA=-1.95. (7) Drug 1: C1C(C(OC1N2C=NC3=C(N=C(N=C32)Cl)N)CO)O. Drug 2: C1=CN(C=N1)CC(O)(P(=O)(O)O)P(=O)(O)O. Cell line: OVCAR-8. Synergy scores: CSS=37.6, Synergy_ZIP=0.220, Synergy_Bliss=-0.516, Synergy_Loewe=-14.1, Synergy_HSA=0.0453. (8) Drug 1: C1=C(C(=O)NC(=O)N1)F. Drug 2: C1=NNC2=C1C(=O)NC=N2. Cell line: NCIH23. Synergy scores: CSS=34.0, Synergy_ZIP=-13.3, Synergy_Bliss=-18.5, Synergy_Loewe=-16.7, Synergy_HSA=-12.0.